This data is from Forward reaction prediction with 1.9M reactions from USPTO patents (1976-2016). The task is: Predict the product of the given reaction. (1) Given the reactants [NH2:1][C@H:2]([C:15]([NH:17][C@H:18]([C:26]([O:28][CH2:29][CH3:30])=[O:27])[CH2:19][CH2:20][CH2:21][NH:22][C:23](=[NH:25])[NH2:24])=[O:16])[CH2:3][C:4]1[C:12]2[C:7](=[CH:8][CH:9]=[CH:10][CH:11]=2)[N:6]([CH:13]=[O:14])[CH:5]=1.N(C(C)=O)[C@H](C(N[C@H](C(N1CCC[C@H]1C(O)=O)=O)C[CH2:45][CH2:46][NH:47][C:48]([O:50][C:51]([CH3:54])([CH3:53])[CH3:52])=[O:49])=O)CC1C=CC=CC=1.[CH3:68]CN(C(C)C)C(C)C.F[P-](F)(F)(F)(F)F.N1(O[P+](N(C)C)(N(C)C)N(C)C)[C:88]2[CH:89]=[CH:90][CH:91]=[CH:92][C:87]=2N=N1.[OH-:104].[Na+], predict the reaction product. The product is: [NH:47]([C:48]([O:50][C:51]([CH3:52])([CH3:53])[CH3:54])=[O:49])[C@@H:46]([C:45]([NH:1][C@H:2]([C:15]([NH:17][C@H:18]([C:26]([O:28][CH2:29][CH3:30])=[O:27])[CH2:19][CH2:20][CH2:21][NH:22][C:23](=[NH:24])[NH2:25])=[O:16])[CH2:3][C:4]1[C:12]2[C:7](=[CH:8][CH:9]=[CH:10][CH:11]=2)[N:6]([CH:13]=[O:14])[CH:5]=1)=[O:104])[CH2:68][CH:87]1[CH2:88][CH2:89][CH2:90][CH2:91][CH2:92]1. (2) Given the reactants [Br:1][C:2]1[C:3]([F:20])=[C:4]([F:19])[C:5]([NH:11][C:12]2[CH:17]=[CH:16][CH:15]=[CH:14][C:13]=2[F:18])=[C:6]([CH:10]=1)[C:7]([OH:9])=[O:8].O=S(Cl)Cl.S1(CCC[CH2:28]1)(=O)=O, predict the reaction product. The product is: [Br:1][C:2]1[C:3]([F:20])=[C:4]([F:19])[C:5]([NH:11][C:12]2[CH:17]=[CH:16][CH:15]=[CH:14][C:13]=2[F:18])=[C:6]([CH:10]=1)[C:7]([O:9][CH3:28])=[O:8]. (3) Given the reactants [NH2:1][C:2]1[CH:7]=[CH:6][C:5]([C:8]2[O:9][C:10]3[C:11](=[C:13]([C:17]([NH2:19])=[O:18])[CH:14]=[CH:15][CH:16]=3)[N:12]=2)=[CH:4][CH:3]=1.N1C=CC=CC=1.[C:26](Cl)(=[O:28])[CH3:27], predict the reaction product. The product is: [C:26]([NH:1][C:2]1[CH:3]=[CH:4][C:5]([C:8]2[O:9][C:10]3[C:11](=[C:13]([C:17]([NH2:19])=[O:18])[CH:14]=[CH:15][CH:16]=3)[N:12]=2)=[CH:6][CH:7]=1)(=[O:28])[CH3:27]. (4) Given the reactants [CH2:1]([O:8][C:9]1[C:25]([O:26][CH3:27])=[CH:24][C:12]([C:13]([N:15]2[CH2:19][C@H:18]([OH:20])[CH2:17][C@H:16]2[C:21]([O-])=[O:22])=[O:14])=[C:11]([N+:28]([O-:30])=[O:29])[CH:10]=1)[C:2]1[CH:7]=[CH:6][CH:5]=[CH:4][CH:3]=1.[Li+].[BH4-].CCOC(C)=O, predict the reaction product. The product is: [CH2:1]([O:8][C:9]1[C:25]([O:26][CH3:27])=[CH:24][C:12]([C:13]([N:15]2[CH2:19][C@H:18]([OH:20])[CH2:17][C@H:16]2[CH2:21][OH:22])=[O:14])=[C:11]([N+:28]([O-:30])=[O:29])[CH:10]=1)[C:2]1[CH:7]=[CH:6][CH:5]=[CH:4][CH:3]=1. (5) Given the reactants [Cl:1][C:2]1[CH:7]=[CH:6][CH:5]=[C:4]([Cl:8])[C:3]=1[C:9]1[C:13]([CH2:14][O:15][C:16]2[CH:35]=[CH:34][C:19]3[CH:20]=[C:21]([C:23]4[CH:24]=[C:25]([CH:31]=[CH:32][CH:33]=4)[C:26]([O:28]CC)=[O:27])[S:22][C:18]=3[CH:17]=2)=[C:12]([CH:36]([CH3:38])[CH3:37])[O:11][N:10]=1.[OH-].[Li+], predict the reaction product. The product is: [Cl:8][C:4]1[CH:5]=[CH:6][CH:7]=[C:2]([Cl:1])[C:3]=1[C:9]1[C:13]([CH2:14][O:15][C:16]2[CH:35]=[CH:34][C:19]3[CH:20]=[C:21]([C:23]4[CH:24]=[C:25]([CH:31]=[CH:32][CH:33]=4)[C:26]([OH:28])=[O:27])[S:22][C:18]=3[CH:17]=2)=[C:12]([CH:36]([CH3:38])[CH3:37])[O:11][N:10]=1.